This data is from Forward reaction prediction with 1.9M reactions from USPTO patents (1976-2016). The task is: Predict the product of the given reaction. (1) Given the reactants [CH3:1][C:2]1[CH:3]=[C:4]([OH:13])[C:5]2[C:10]([C:11]=1[CH3:12])=[CH:9][CH:8]=[CH:7][CH:6]=2.[C:14]([O:18][CH2:19][CH3:20])(=[O:17])[CH:15]=[O:16], predict the reaction product. The product is: [OH:16][CH:15]([C:3]1[C:2]([CH3:1])=[C:11]([CH3:12])[C:10]2[C:5](=[CH:6][CH:7]=[CH:8][CH:9]=2)[C:4]=1[OH:13])[C:14]([O:18][CH2:19][CH3:20])=[O:17]. (2) Given the reactants Cl.[CH:2]12[NH:8][CH:5]([CH2:6][CH2:7]1)[CH2:4][CH:3]2[CH2:9][OH:10].[CH3:11][C:12]1[CH:13]=[CH:14][C:15]([N:21]2[N:25]=[CH:24][CH:23]=[N:22]2)=[C:16]([CH:20]=1)[C:17](O)=[O:18].CN(C(ON1N=NC2C=CC=NC1=2)=[N+](C)C)C.F[P-](F)(F)(F)(F)F.O, predict the reaction product. The product is: [NH3:8].[CH3:9][OH:10].[OH:10][CH2:9][CH:3]1[CH2:4][CH:5]2[N:8]([C:17]([C:16]3[CH:20]=[C:12]([CH3:11])[CH:13]=[CH:14][C:15]=3[N:21]3[N:25]=[CH:24][CH:23]=[N:22]3)=[O:18])[CH:2]1[CH2:7][CH2:6]2. (3) The product is: [CH2:12]([O:18][C:19]1[CH:20]=[CH:21][C:22]([N:25]2[CH2:26][CH2:27][N:28]([C:31]3[CH:39]=[CH:38][C:34]([C:35]([O:1][N:2]4[C:6]5[CH:7]=[CH:8][CH:9]=[CH:10][C:5]=5[N:4]=[N:3]4)=[O:36])=[CH:33][CH:32]=3)[CH2:29][CH2:30]2)=[CH:23][CH:24]=1)[CH2:13][CH2:14][CH2:15][CH2:16][CH3:17]. Given the reactants [OH:1][N:2]1[C:6]2[CH:7]=[CH:8][CH:9]=[CH:10][C:5]=2[N:4]=[N:3]1.Cl.[CH2:12]([O:18][C:19]1[CH:24]=[CH:23][C:22]([N:25]2[CH2:30][CH2:29][N:28]([C:31]3[CH:39]=[CH:38][C:34]([C:35](O)=[O:36])=[CH:33][CH:32]=3)[CH2:27][CH2:26]2)=[CH:21][CH:20]=1)[CH2:13][CH2:14][CH2:15][CH2:16][CH3:17].C(N(CC)CC)C.ClCCl, predict the reaction product. (4) The product is: [C:1]([O:5][C:6](=[O:23])[N:7]([CH2:11][CH2:12][C:13]1[CH:18]=[CH:17][CH:16]=[C:15]([NH2:19])[C:14]=1[CH3:22])[CH2:8][CH2:9][CH3:10])([CH3:2])([CH3:3])[CH3:4]. Given the reactants [C:1]([O:5][C:6](=[O:23])[N:7]([CH2:11][CH2:12][C:13]1[CH:18]=[CH:17][CH:16]=[C:15]([N+:19]([O-])=O)[C:14]=1[CH3:22])[CH2:8][CH2:9][CH3:10])([CH3:4])([CH3:3])[CH3:2].[NH4+].[Cl-].CCO, predict the reaction product. (5) The product is: [ClH:23].[ClH:23].[ClH:23].[ClH:23].[NH2:1][C:4]1[CH:22]=[CH:21][C:7]2[NH:8][C:9]([CH2:11][N:12]3[CH2:17][CH2:16][N:15]([CH2:18][CH2:19][OH:20])[CH2:14][CH2:13]3)=[N:10][C:6]=2[CH:5]=1. Given the reactants [N+:1]([C:4]1[CH:22]=[CH:21][C:7]2[NH:8][C:9]([CH2:11][N:12]3[CH2:17][CH2:16][N:15]([CH2:18][CH2:19][OH:20])[CH2:14][CH2:13]3)=[N:10][C:6]=2[CH:5]=1)([O-])=O.[ClH:23], predict the reaction product.